This data is from Full USPTO retrosynthesis dataset with 1.9M reactions from patents (1976-2016). The task is: Predict the reactants needed to synthesize the given product. (1) Given the product [F:28][C:29]1[CH:30]=[C:11]([O:14][C:15](=[O:16])[N:2]([C@H:3]2[CH2:8][CH2:7][C@H:6]([OH:9])[CH2:5][CH2:4]2)[CH3:1])[CH:32]=[CH:33][C:34]=1[F:35], predict the reactants needed to synthesize it. The reactants are: [CH3:1][NH:2][C@H:3]1[CH2:8][CH2:7][C@H:6]([OH:9])[CH2:5][CH2:4]1.Cl[C:11]([O:14][C:15](Cl)=[O:16])(Cl)Cl.N1C2C(=CC=CC=2)C=CC=1.[F:28][C:29]1[CH:30]=C(O)[CH:32]=[CH:33][C:34]=1[F:35].[H-].[Na+].Cl. (2) Given the product [C:22]([C:9]1[CH:10]=[N:11][C:12]2[C:17]([C:8]=1[C:4]1[CH:3]=[C:2]([CH:7]=[CH:6][CH:5]=1)[O:1][C:36]1[CH:37]=[CH:38][C:33]([C:30]([OH:32])=[O:31])=[CH:34][CH:35]=1)=[CH:16][CH:15]=[CH:14][C:13]=2[C:18]([F:21])([F:19])[F:20])(=[O:23])[C:24]1[CH:25]=[CH:26][CH:27]=[CH:28][CH:29]=1, predict the reactants needed to synthesize it. The reactants are: [OH:1][C:2]1[CH:3]=[C:4]([C:8]2[C:17]3[C:12](=[C:13]([C:18]([F:21])([F:20])[F:19])[CH:14]=[CH:15][CH:16]=3)[N:11]=[CH:10][C:9]=2[C:22]([C:24]2[CH:29]=[CH:28][CH:27]=[CH:26][CH:25]=2)=[O:23])[CH:5]=[CH:6][CH:7]=1.[C:30]([C:33]1[CH:38]=[CH:37][C:36](B(O)O)=[CH:35][CH:34]=1)([OH:32])=[O:31]. (3) Given the product [Cl:1][C:2]1[CH:3]=[CH:4][C:5]([S:8]([N:11]([C@H:22]([CH2:26][CH:27]([CH3:29])[CH3:28])[C:23]([NH2:25])=[O:24])[CH2:12][C:13]2[CH:18]=[CH:17][C:16]([CH2:19][N:20]([C:44](=[O:30])[CH2:43][N:42]([CH3:51])[CH3:41])[CH3:21])=[CH:15][CH:14]=2)(=[O:10])=[O:9])=[CH:6][CH:7]=1, predict the reactants needed to synthesize it. The reactants are: [Cl:1][C:2]1[CH:7]=[CH:6][C:5]([S:8]([N:11]([C@H:22]([CH2:26][CH:27]([CH3:29])[CH3:28])[C:23]([NH2:25])=[O:24])[CH2:12][C:13]2[CH:18]=[CH:17][C:16]([CH2:19][NH:20][CH3:21])=[CH:15][CH:14]=2)(=[O:10])=[O:9])=[CH:4][CH:3]=1.[OH:30]N1C2C=CC=CC=2N=N1.Cl.[CH3:41][N:42]([CH3:51])[CH2:43][CH2:44]CN=C=NCC.